Dataset: Catalyst prediction with 721,799 reactions and 888 catalyst types from USPTO. Task: Predict which catalyst facilitates the given reaction. (1) Reactant: Br[C:2]1[CH:7]=[CH:6][C:5]2[C:8]3[C:9]([NH:17][CH2:18][C:19]4[CH:24]=[CH:23][C:22]([O:25][CH3:26])=[CH:21][CH:20]=4)=[N:10][CH:11]=[C:12]([C:15]#[N:16])[C:13]=3[S:14][C:4]=2[CH:3]=1.[F:27][C:28]([F:39])([F:38])[C:29]1[CH:34]=[CH:33][C:32](B(O)O)=[CH:31][CH:30]=1.C1C=CC(P(C2C=CC=CC=2)C2C=CC=CC=2)=CC=1.C([O-])([O-])=O.[Na+].[Na+]. Product: [CH3:26][O:25][C:22]1[CH:23]=[CH:24][C:19]([CH2:18][NH:17][C:9]2[C:8]3[C:5]4[CH:6]=[CH:7][C:2]([C:32]5[CH:33]=[CH:34][C:29]([C:28]([F:39])([F:38])[F:27])=[CH:30][CH:31]=5)=[CH:3][C:4]=4[S:14][C:13]=3[C:12]([C:15]#[N:16])=[CH:11][N:10]=2)=[CH:20][CH:21]=1. The catalyst class is: 318. (2) Reactant: [CH3:1][O:2][C:3](=[O:17])[CH2:4][C:5]1[CH:9]=[CH:8][N:7]([C:10]2[CH:15]=[CH:14][C:13](F)=[CH:12][CH:11]=2)[CH:6]=1.N[C:19]1([C:31]#[N:32])[CH:24]=[CH:23][C:22](C2C=CC=CC=2)=[CH:21][CH2:20]1.COC1C(CC(OC)=O)CC(OC)O1. Product: [CH3:1][O:2][C:3](=[O:17])[CH2:4][C:5]1[CH:9]=[CH:8][N:7]([C:10]2[CH:15]=[CH:14][C:13]([C:22]3[CH:23]=[CH:24][C:19]([C:31]#[N:32])=[CH:20][CH:21]=3)=[CH:12][CH:11]=2)[CH:6]=1. The catalyst class is: 795. (3) Reactant: [CH:1]1[C:10]2[CH2:9][CH2:8][CH2:7][CH2:6][C:5]=2[CH:4]=[CH:3][C:2]=1[C:11](=[O:13])[CH3:12].[Br-:14].[Br-].[Br-].C1([N+](C)(C)C)C=CC=CC=1.C1([N+](C)(C)C)C=CC=CC=1.C1([N+](C)(C)C)C=CC=CC=1. Product: [Br:14][CH2:12][C:11]([C:2]1[CH:3]=[CH:4][C:5]2[CH2:6][CH2:7][CH2:8][CH2:9][C:10]=2[CH:1]=1)=[O:13]. The catalyst class is: 1. (4) Reactant: [SH:1][C:2]1[N:9]=[CH:8][CH:7]=[CH:6][C:3]=1[C:4]#[N:5].C([O-])(O)=[O:11].[Na+]. Product: [S:1]1[C:2]2=[N:9][CH:8]=[CH:7][CH:6]=[C:3]2[C:4](=[O:11])[NH:5]1. The catalyst class is: 82. (5) Reactant: [Cl:1][C:2]1[CH:3]=[C:4]2[C:8](=[C:9]([CH3:11])[CH:10]=1)[N:7]([CH2:12][CH2:13][O:14][CH3:15])[CH:6]=[C:5]2[C:16](=[O:21])C(F)(F)F.[OH-:22].[Na+].Cl. Product: [Cl:1][C:2]1[CH:3]=[C:4]2[C:8](=[C:9]([CH3:11])[CH:10]=1)[N:7]([CH2:12][CH2:13][O:14][CH3:15])[CH:6]=[C:5]2[C:16]([OH:21])=[O:22]. The catalyst class is: 6. (6) Reactant: [CH2:1]([O:4][C:5]1[C:16]([O:17][CH3:18])=[C:15]([NH:19][C:20](=[O:58])[C:21]2[CH:26]=[CH:25][C:24]([NH:27][S:28]([C:31]3[CH:36]=[CH:35][C:34]([NH:37][C:38](=[O:51])[C@@H:39]([NH:43]C(OC(C)(C)C)=O)[CH2:40][C:41]#[N:42])=[CH:33][CH:32]=3)(=[O:30])=[O:29])=[C:23]([O:52][CH3:53])[C:22]=2[O:54][CH2:55][CH:56]=[CH2:57])[CH:14]=[CH:13][C:6]=1[C:7]([O:9][CH2:10][CH:11]=[CH2:12])=[O:8])[CH:2]=[CH2:3].[ClH:59]. Product: [Cl-:59].[CH2:55]([O:54][C:22]1[C:23]([O:52][CH3:53])=[C:24]([NH:27][S:28]([C:31]2[CH:36]=[CH:35][C:34]([NH:37][C:38](=[O:51])[C@@H:39]([NH3+:43])[CH2:40][C:41]#[N:42])=[CH:33][CH:32]=2)(=[O:30])=[O:29])[CH:25]=[CH:26][C:21]=1[C:20](=[O:58])[NH:19][C:15]1[CH:14]=[CH:13][C:6]([C:7]([O:9][CH2:10][CH:11]=[CH2:12])=[O:8])=[C:5]([O:4][CH2:1][CH:2]=[CH2:3])[C:16]=1[O:17][CH3:18])[CH:56]=[CH2:57]. The catalyst class is: 12. (7) Reactant: [N:1]([C:4]1[CH:9]=[CH:8][CH:7]=[C:6]([Cl:10])[C:5]=1[Cl:11])=[N+:2]=[N-:3].[C:12]1([CH2:18][C:19]#[CH:20])[CH:17]=[CH:16][CH:15]=[CH:14][CH:13]=1. The catalyst class is: 11. Product: [CH2:18]([C:19]1[N:1]([C:4]2[CH:9]=[CH:8][CH:7]=[C:6]([Cl:10])[C:5]=2[Cl:11])[N:2]=[N:3][CH:20]=1)[C:12]1[CH:17]=[CH:16][CH:15]=[CH:14][CH:13]=1.